Dataset: Forward reaction prediction with 1.9M reactions from USPTO patents (1976-2016). Task: Predict the product of the given reaction. (1) Given the reactants C([O:6][C:7]1[C:13]([Cl:14])=[C:12]([Cl:15])[C:10]([OH:11])=[C:9]([Cl:16])[C:8]=1[Cl:17])CCCC.Cl[C:19]1[C:20](=O)[C:21](C#N)=C(C#N)[C:23](=O)[C:24]=1Cl, predict the reaction product. The product is: [CH2:23]([C:13]1([Cl:14])[CH:12]([Cl:15])[C:10](=[O:11])[C:9]([Cl:16])=[C:8]([Cl:17])[C:7]1=[O:6])[CH2:24][CH2:19][CH2:20][CH3:21]. (2) Given the reactants [CH3:1][NH:2][CH2:3][C@H:4]([OH:13])[C@@H:5]([OH:12])[C@@H:6]([OH:11])[C@H:7]([OH:10])[CH2:8][OH:9].[C:14]([C:16]1[C:24]2[C:19](=[CH:20][CH:21]=[C:22]([CH2:25][CH2:26][NH:27][C:28](=[O:42])[C:29]3[CH:34]=[CH:33][C:32]([C:35]4[CH:40]=[CH:39][N:38]=[C:37](Cl)[N:36]=4)=[CH:31][CH:30]=3)[CH:23]=2)[NH:18][CH:17]=1)#[N:15], predict the reaction product. The product is: [C:14]([C:16]1[C:24]2[C:19](=[CH:20][CH:21]=[C:22]([CH2:25][CH2:26][NH:27][C:28](=[O:42])[C:29]3[CH:34]=[CH:33][C:32]([C:35]4[CH:40]=[CH:39][N:38]=[C:37]([N:2]([CH3:1])[CH2:3][C@H:4]([OH:13])[C@@H:5]([OH:12])[C@@H:6]([OH:11])[C@H:7]([OH:10])[CH2:8][OH:9])[N:36]=4)=[CH:31][CH:30]=3)[CH:23]=2)[NH:18][CH:17]=1)#[N:15]. (3) Given the reactants [OH:1][C@@H:2]([C@H:13]1[C@H:15]([CH2:16][CH2:17][CH2:18][CH2:19][CH2:20][CH2:21][CH2:22][CH2:23][CH2:24][CH2:25][CH2:26][CH2:27][CH3:28])[O:14]1)[C@@H:3]([NH:5]C(=O)OC(C)(C)C)[CH3:4].COCCO[AlH2-]OCCOC.[Na+:40].FC(F)(F)C(O)=O, predict the reaction product. The product is: [OH-:1].[Na+:40].[CH3:28][CH2:27][CH2:26][CH2:25][CH2:24][CH2:23][CH2:22][CH2:21][CH2:20][CH2:19][CH2:18][CH2:17][CH2:16][C@H:15]([OH:14])[CH2:13][C@H:2]([OH:1])[C@@H:3]([NH2:5])[CH3:4]. (4) Given the reactants [CH3:1][N:2]1[C:6]2[CH:7]=[CH:8][CH:9]=[CH:10][C:5]=2[N:4]=[C:3]1[CH:11]=[O:12].[BH4-].[Na+], predict the reaction product. The product is: [OH:12][CH2:11][C:3]1[N:2]([CH3:1])[C:6]2[CH:7]=[CH:8][CH:9]=[CH:10][C:5]=2[N:4]=1.